Dataset: Forward reaction prediction with 1.9M reactions from USPTO patents (1976-2016). Task: Predict the product of the given reaction. (1) Given the reactants [F:1][C:2]1[CH:39]=[C:6]2[CH:7]=[CH:8][C:9]3=[N:10][NH:11][C:12]4[C:13](=[CH:14][N:15]([CH3:38])[CH2:16][C:17]=4[C:18]4[CH2:19][CH2:20][N:21]([CH:24]5[CH2:29][CH2:28][C:27](=[CH:30][C:31]([O:33]C(C)(C)C)=[O:32])[CH2:26][CH2:25]5)[CH2:22][CH:23]=4)[C:4](=[C:5]23)[CH:3]=1.ClCCl.FC(F)(F)C(O)=O, predict the reaction product. The product is: [F:1][C:2]1[CH:39]=[C:6]2[CH:7]=[CH:8][C:9]3=[N:10][NH:11][C:12]4[C:13](=[CH:14][N:15]([CH3:38])[CH2:16][C:17]=4[C:18]4[CH2:19][CH2:20][N:21]([CH:24]5[CH2:25][CH2:26][C:27](=[CH:30][C:31]([OH:33])=[O:32])[CH2:28][CH2:29]5)[CH2:22][CH:23]=4)[C:4](=[C:5]23)[CH:3]=1. (2) The product is: [F:11][C:12]1[CH:13]=[CH:14][C:15]([CH2:16][CH:17]2[C:24]3[CH:23]=[C:22]([C:25]([O:27][CH3:28])=[O:26])[N:21]([S:29]([C:32]4[CH:33]=[CH:34][C:35]([CH3:36])=[CH:37][CH:38]=4)(=[O:30])=[O:31])[C:20]=3[CH2:19][CH2:18]2)=[CH:39][CH:40]=1. Given the reactants FC1C=CC(C[Mg]Cl)=CC=1.[F:11][C:12]1[CH:40]=[CH:39][C:15]([CH:16]=[C:17]2[C:24]3[CH:23]=[C:22]([C:25]([O:27][CH3:28])=[O:26])[N:21]([S:29]([C:32]4[CH:38]=[CH:37][C:35]([CH3:36])=[CH:34][CH:33]=4)(=[O:31])=[O:30])[C:20]=3[CH2:19][CH2:18]2)=[CH:14][CH:13]=1, predict the reaction product.